From a dataset of Full USPTO retrosynthesis dataset with 1.9M reactions from patents (1976-2016). Predict the reactants needed to synthesize the given product. (1) Given the product [CH3:12][C:13]1[CH:14]=[C:15]([C:22]2[CH:26]=[N:25][N:24]([CH2:4][C:3]([CH3:5])=[CH2:2])[CH:23]=2)[CH:16]=[C:17]([N+:19]([O-:21])=[O:20])[CH:18]=1, predict the reactants needed to synthesize it. The reactants are: Br[CH2:2][C:3]([CH3:5])=[CH2:4].C(=O)([O-])[O-].[Cs+].[Cs+].[CH3:12][C:13]1[CH:14]=[C:15]([C:22]2[CH:23]=[N:24][NH:25][CH:26]=2)[CH:16]=[C:17]([N+:19]([O-:21])=[O:20])[CH:18]=1. (2) Given the product [CH3:25][O:24][C:18]1[CH:23]=[CH:22][C:21]([C:8](=[O:9])[CH:7]([C:1]2[CH:6]=[CH:5][CH:4]=[CH:3][CH:2]=2)[CH2:11][CH3:12])=[CH:20][CH:19]=1, predict the reactants needed to synthesize it. The reactants are: [C:1]1([CH:7]([CH2:11][CH3:12])[C:8](Cl)=[O:9])[CH:6]=[CH:5][CH:4]=[CH:3][CH:2]=1.[Al+3].[Cl-].[Cl-].[Cl-].O.[C:18]1([O:24][CH3:25])[CH:23]=[CH:22][CH:21]=[CH:20][CH:19]=1. (3) The reactants are: C(OC(=O)C1C=CC(NC2CCCCC2)=C(NC(C2C=C3C(=CC=2)N=C(C2C(C4C=CC(Cl)=CC=4)=CC=C(C(N4CCCC4)=O)C=2)C=C3)=O)C=1)C.ClC1C=CC([C:57]2[C:62]([C:63]3[CH:72]=[CH:71][C:70]4[C:65](=[CH:66][CH:67]=[C:68]([C:73]5[N:77]([CH:78]6[CH2:83][CH2:82][CH2:81][CH2:80][CH2:79]6)[C:76]6[CH:84]=[CH:85][C:86]([C:88]([OH:90])=[O:89])=[CH:87][C:75]=6[N:74]=5)[CH:69]=4)[N:64]=3)=[CH:61][C:60](C(N3CCCC3)=O)=[CH:59][CH:58]=2)=CC=1.[Br:100]C1C=CC=CC=1C(=O)C.C(C1C=CC=CC=1)(=O)C. Given the product [Br:100][C:57]1[CH:58]=[CH:59][CH:60]=[CH:61][C:62]=1[C:63]1[CH:72]=[CH:71][C:70]2[C:65](=[CH:66][CH:67]=[C:68]([C:73]3[N:77]([CH:78]4[CH2:83][CH2:82][CH2:81][CH2:80][CH2:79]4)[C:76]4[CH:84]=[CH:85][C:86]([C:88]([OH:90])=[O:89])=[CH:87][C:75]=4[N:74]=3)[CH:69]=2)[N:64]=1, predict the reactants needed to synthesize it.